From a dataset of Peptide-MHC class II binding affinity with 134,281 pairs from IEDB. Regression. Given a peptide amino acid sequence and an MHC pseudo amino acid sequence, predict their binding affinity value. This is MHC class II binding data. (1) The binding affinity (normalized) is 0.680. The MHC is DRB1_1001 with pseudo-sequence DRB1_1001. The peptide sequence is YDKFLRNVSTVLTGK. (2) The peptide sequence is YDSFLANVSTVLTGK. The MHC is DRB1_1101 with pseudo-sequence DRB1_1101. The binding affinity (normalized) is 0.524. (3) The peptide sequence is DVCGMFTNRSGSQQW. The MHC is DRB3_0202 with pseudo-sequence DRB3_0202. The binding affinity (normalized) is 0.376. (4) The peptide sequence is KGSNPNYLALLVKYVNGDGD. The MHC is HLA-DQA10102-DQB10602 with pseudo-sequence HLA-DQA10102-DQB10602. The binding affinity (normalized) is 0.398. (5) The peptide sequence is GPPVEASAAALAGDA. The MHC is DRB4_0101 with pseudo-sequence DRB4_0103. The binding affinity (normalized) is 0.197. (6) The peptide sequence is AAWGGSGSEAYQGVQ. The MHC is HLA-DQA10501-DQB10301 with pseudo-sequence HLA-DQA10501-DQB10301. The binding affinity (normalized) is 0.367. (7) The peptide sequence is AAYRTAATAANAA. The MHC is DRB1_0401 with pseudo-sequence DRB1_0401. The binding affinity (normalized) is 0.420.